This data is from Peptide-MHC class I binding affinity with 185,985 pairs from IEDB/IMGT. The task is: Regression. Given a peptide amino acid sequence and an MHC pseudo amino acid sequence, predict their binding affinity value. This is MHC class I binding data. (1) The peptide sequence is SSNVANYQK. The MHC is HLA-B58:01 with pseudo-sequence HLA-B58:01. The binding affinity (normalized) is 0.0847. (2) The peptide sequence is SPVSRSHSF. The MHC is HLA-A02:11 with pseudo-sequence HLA-A02:11. The binding affinity (normalized) is 0.0847. (3) The peptide sequence is FQSHQLWAT. The MHC is HLA-A02:06 with pseudo-sequence HLA-A02:06. The binding affinity (normalized) is 0.700.